Dataset: Aqueous solubility values for 9,982 compounds from the AqSolDB database. Task: Regression/Classification. Given a drug SMILES string, predict its absorption, distribution, metabolism, or excretion properties. Task type varies by dataset: regression for continuous measurements (e.g., permeability, clearance, half-life) or binary classification for categorical outcomes (e.g., BBB penetration, CYP inhibition). For this dataset (solubility_aqsoldb), we predict Y. (1) The molecule is CC(C)CCCCCCCCCCCCCCC(=O)OC(CO)CO. The Y is -6.86 log mol/L. (2) The compound is CCO. The Y is 1.23 log mol/L.